Task: Predict the product of the given reaction.. Dataset: Forward reaction prediction with 1.9M reactions from USPTO patents (1976-2016) (1) Given the reactants O=[C:2]1[CH2:10][CH2:9][CH2:8][C:7]2[NH:6][CH:5]=[CH:4][C:3]1=2.[H-].[Al+3].[Li+].[H-].[H-].[H-], predict the reaction product. The product is: [NH:6]1[C:7]2[CH:3]([CH2:2][CH:10]=[CH:9][CH:8]=2)[CH2:4][CH2:5]1. (2) Given the reactants [C:1]([O:4][CH2:5][C@@H:6]1[C@@H:11]([O:12][C:13](=[O:15])[CH3:14])[C@H:10]([O:16][C:17](=[O:19])[CH3:18])[C@H:9]([O:20][C:21](=[O:23])[CH3:22])[C@@H:8]([C:24]2[CH:29]=[CH:28][CH:27]=[C:26]([C:30]#[C:31][C@@H:32]3[C@@H:37]([O:38]CC4C=CC=CC=4)[C@@H:36]([O:46]CC4C=CC=CC=4)[C@H:35]([O:54]CC4C=CC=CC=4)[C@@H:34]([CH2:62][O:63]CC4C=CC=CC=4)[O:33]3)[CH:25]=2)[O:7]1)(=[O:3])[CH3:2].[Si](I)(C)(C)C, predict the reaction product. The product is: [C:13]([O:12][C@H:11]1[C@H:10]([O:16][C:17](=[O:19])[CH3:18])[C@H:9]([O:20][C:21](=[O:23])[CH3:22])[C@@H:8]([C:24]2[CH:29]=[CH:28][CH:27]=[C:26]([C:30]#[C:31][C@@H:32]3[C@@H:37]([OH:38])[C@@H:36]([OH:46])[C@H:35]([OH:54])[C@@H:34]([CH2:62][OH:63])[O:33]3)[CH:25]=2)[O:7][C@@H:6]1[CH2:5][O:4][C:1](=[O:3])[CH3:2])(=[O:15])[CH3:14]. (3) Given the reactants [F:1][C:2]([F:41])([F:40])[C:3]1[CH:4]=[C:5]([CH:33]=[C:34]([C:36]([F:39])([F:38])[F:37])[CH:35]=1)[CH2:6][N:7]([CH2:14][C:15]1[C:16]([N:24]([CH2:27][CH:28]2[CH2:32][CH2:31][CH2:30][CH2:29]2)[CH2:25][CH3:26])=[N:17][CH:18]=[C:19]([CH:23]=1)[C:20]([OH:22])=O)[C:8]1[N:9]=[N:10][N:11]([CH3:13])[N:12]=1.Cl.CN.Cl.[CH2:46]([N:48]=C=NCCCN(C)C)C.CCN(CC)CC.OC1C2N=NNC=2N=CC=1, predict the reaction product. The product is: [F:37][C:36]([F:39])([F:38])[C:34]1[CH:33]=[C:5]([CH:4]=[C:3]([C:2]([F:41])([F:40])[F:1])[CH:35]=1)[CH2:6][N:7]([CH2:14][C:15]1[C:16]([N:24]([CH2:27][CH:28]2[CH2:32][CH2:31][CH2:30][CH2:29]2)[CH2:25][CH3:26])=[N:17][CH:18]=[C:19]([CH:23]=1)[C:20]([NH:48][CH3:46])=[O:22])[C:8]1[N:9]=[N:10][N:11]([CH3:13])[N:12]=1. (4) Given the reactants [ClH:1].[Br:2][C:3]1[CH:4]=[C:5]([N:10]2[C:14](=[O:15])[O:13][N:12]=[C:11]2[C:16]2[C:17]([NH:21][CH2:22][CH2:23][NH:24]C(=O)OC(C)(C)C)=[N:18][O:19][N:20]=2)[CH:6]=[CH:7][C:8]=1[F:9], predict the reaction product. The product is: [ClH:1].[NH2:24][CH2:23][CH2:22][NH:21][C:17]1[C:16]([C:11]2[N:10]([C:5]3[CH:6]=[CH:7][C:8]([F:9])=[C:3]([Br:2])[CH:4]=3)[C:14](=[O:15])[O:13][N:12]=2)=[N:20][O:19][N:18]=1. (5) Given the reactants FC(F)(F)C(O)=O.C1N2CN3CN(C2)CN1C3.[CH2:18]([C:29]1[CH:34]=[C:33]([CH2:35][OH:36])[C:32]([OH:37])=[C:31]([CH3:38])[CH:30]=1)[C:19]1[CH:24]=[C:23]([CH2:25][OH:26])[C:22]([OH:27])=[C:21]([CH3:28])[CH:20]=1, predict the reaction product. The product is: [CH2:18]([C:19]1[CH:24]=[C:23]([CH:25]=[O:26])[C:22]([OH:27])=[C:21]([CH3:28])[CH:20]=1)[C:29]1[CH:34]=[C:33]([CH:35]=[O:36])[C:32]([OH:37])=[C:31]([CH3:38])[CH:30]=1. (6) Given the reactants [Cl:1][C:2]1[CH:3]=[C:4]([CH:6]=[C:7]([Cl:9])[CH:8]=1)[NH2:5].[C:10]([O:14]CC)(=[O:13])[CH:11]=O.[Br:17][C:18]1[CH:19]=[C:20]([CH:23]=[CH:24][CH:25]=1)[CH:21]=[CH2:22].FC(F)(F)C(O)=O.[OH-].[Na+], predict the reaction product. The product is: [Br:17][C:18]1[CH:19]=[C:20]([CH:21]2[C:3]3[C:4](=[CH:6][C:7]([Cl:9])=[CH:8][C:2]=3[Cl:1])[NH:5][CH:11]([C:10]([OH:14])=[O:13])[CH2:22]2)[CH:23]=[CH:24][CH:25]=1.